Dataset: Reaction yield outcomes from USPTO patents with 853,638 reactions. Task: Predict the reaction yield, written as a fraction of the theoretical maximum amount of product (1.0 means a 100% yield; for example, 0.34 means a 34% yield). (1) The reactants are [Cl:1][C:2]1[CH:7]=[CH:6][C:5]([CH:8]([N:11]2[CH2:15][CH2:14][CH2:13][CH2:12]2)[C:9]#[N:10])=[CH:4][CH:3]=1.[AlH4-].[Li+]. The catalyst is O1CCCC1. The product is [Cl:1][C:2]1[CH:7]=[CH:6][C:5]([CH:8]([N:11]2[CH2:12][CH2:13][CH2:14][CH2:15]2)[CH2:9][NH2:10])=[CH:4][CH:3]=1. The yield is 0.300. (2) The reactants are [NH2:1][C:2]1[CH:10]=[CH:9][C:8]([C:11]([F:14])([F:13])[F:12])=[CH:7][C:3]=1[C:4]([OH:6])=[O:5].OS(O)(=O)=O.[CH3:20]O. The catalyst is CC(=O)OCC.O. The product is [NH2:1][C:2]1[CH:10]=[CH:9][C:8]([C:11]([F:12])([F:13])[F:14])=[CH:7][C:3]=1[C:4]([O:6][CH3:20])=[O:5]. The yield is 0.940. (3) The yield is 0.870. The catalyst is C1COCC1.C(OCC)(=O)C. The reactants are Cl[CH2:2][C:3]1[CH:8]=[CH:7][CH:6]=[CH:5][C:4]=1[CH2:9][C:10]([OH:12])=[O:11].[NH:13]1[CH2:18][CH2:17][O:16][CH2:15][CH2:14]1. The product is [O:16]1[CH2:17][CH2:18][N:13]([CH2:2][C:3]2[CH:8]=[CH:7][CH:6]=[CH:5][C:4]=2[CH2:9][C:10]([OH:12])=[O:11])[CH2:14][CH2:15]1. (4) The reactants are [CH2:1]([O:8][C:9]1[CH:17]=[CH:16][C:12]([C:13]([OH:15])=O)=[CH:11][CH:10]=1)[C:2]1[CH:7]=[CH:6][CH:5]=[CH:4][CH:3]=1.C1C=CC2N(O)N=NC=2C=1.CCN=C=NCCCN(C)C.CCN(C(C)C)C(C)C.[CH3:48][C:49]12[CH2:56][CH:53]([NH:54][CH2:55]1)[CH2:52][C:51]([CH3:58])([CH3:57])[CH2:50]2. The catalyst is C1COCC1. The product is [CH2:1]([O:8][C:9]1[CH:10]=[CH:11][C:12]([C:13]([N:54]2[CH2:55][C:49]3([CH3:48])[CH2:56][CH:53]2[CH2:52][C:51]([CH3:58])([CH3:57])[CH2:50]3)=[O:15])=[CH:16][CH:17]=1)[C:2]1[CH:3]=[CH:4][CH:5]=[CH:6][CH:7]=1. The yield is 0.770. (5) The reactants are [CH3:1][N:2]([CH2:4]/[CH:5]=[CH:6]/[C:7]([NH:9][C:10]1[CH:11]=[C:12]2[C:25]([NH:26][C:27]3[CH:28]=[CH:29][C:30]([F:34])=[C:31]([Cl:33])[CH:32]=3)=[N:24][CH:23]=[N:22][C:13]2=[CH:14][C:15]=1[O:16][C@@H:17]1[CH2:21][O:20][CH2:19][CH2:18]1)=[O:8])[CH3:3].[C:35]([OH:42])(=[O:41])/[CH:36]=[CH:37]\[C:38]([OH:40])=[O:39].C(O)C. No catalyst specified. The product is [CH3:3][N:2]([CH3:1])[CH2:4]/[CH:5]=[CH:6]/[C:7]([NH:9][C:10]1[CH:11]=[C:12]2[C:13]([N:22]=[CH:23][N:24]=[C:25]2[NH:26][C:27]2[CH:28]=[CH:29][C:30]([F:34])=[C:31]([Cl:33])[CH:32]=2)=[CH:14][C:15]=1[O:16][C@H:17]1[CH2:18][CH2:19][O:20][CH2:21]1)=[O:8].[CH:36](/[C:35]([OH:42])=[O:41])=[CH:37]/[C:38]([OH:40])=[O:39].[CH:36](/[C:35]([OH:42])=[O:41])=[CH:37]/[C:38]([OH:40])=[O:39]. The yield is 0.900.